Dataset: NCI-60 drug combinations with 297,098 pairs across 59 cell lines. Task: Regression. Given two drug SMILES strings and cell line genomic features, predict the synergy score measuring deviation from expected non-interaction effect. (1) Drug 1: C1=NC(=NC(=O)N1C2C(C(C(O2)CO)O)O)N. Cell line: NCIH23. Drug 2: C#CCC(CC1=CN=C2C(=N1)C(=NC(=N2)N)N)C3=CC=C(C=C3)C(=O)NC(CCC(=O)O)C(=O)O. Synergy scores: CSS=45.4, Synergy_ZIP=2.32, Synergy_Bliss=1.03, Synergy_Loewe=-9.75, Synergy_HSA=0.590. (2) Drug 1: COC1=CC(=CC(=C1O)OC)C2C3C(COC3=O)C(C4=CC5=C(C=C24)OCO5)OC6C(C(C7C(O6)COC(O7)C8=CC=CS8)O)O. Drug 2: CC(C)CN1C=NC2=C1C3=CC=CC=C3N=C2N. Cell line: SF-539. Synergy scores: CSS=42.0, Synergy_ZIP=6.47, Synergy_Bliss=2.50, Synergy_Loewe=-14.6, Synergy_HSA=0.381. (3) Drug 1: C1=NC2=C(N=C(N=C2N1C3C(C(C(O3)CO)O)F)Cl)N. Drug 2: C(CC(=O)O)C(=O)CN.Cl. Cell line: SNB-19. Synergy scores: CSS=15.3, Synergy_ZIP=-4.50, Synergy_Bliss=-1.91, Synergy_Loewe=-35.0, Synergy_HSA=-0.492. (4) Drug 1: C1CCC(CC1)NC(=O)N(CCCl)N=O. Drug 2: C1=CN(C(=O)N=C1N)C2C(C(C(O2)CO)O)O.Cl. Cell line: SW-620. Synergy scores: CSS=51.7, Synergy_ZIP=-0.741, Synergy_Bliss=0.256, Synergy_Loewe=-21.1, Synergy_HSA=2.89. (5) Drug 2: CC1=C(C(CCC1)(C)C)C=CC(=CC=CC(=CC(=O)O)C)C. Drug 1: C1CN1P(=S)(N2CC2)N3CC3. Synergy scores: CSS=28.8, Synergy_ZIP=-2.48, Synergy_Bliss=-0.354, Synergy_Loewe=-10.8, Synergy_HSA=-2.33. Cell line: NCI-H460.